Dataset: Reaction yield outcomes from USPTO patents with 853,638 reactions. Task: Predict the reaction yield, written as a fraction of the theoretical maximum amount of product (1.0 means a 100% yield; for example, 0.34 means a 34% yield). (1) The yield is 0.490. The catalyst is C1C=CC([P]([Pd]([P](C2C=CC=CC=2)(C2C=CC=CC=2)C2C=CC=CC=2)([P](C2C=CC=CC=2)(C2C=CC=CC=2)C2C=CC=CC=2)[P](C2C=CC=CC=2)(C2C=CC=CC=2)C2C=CC=CC=2)(C2C=CC=CC=2)C2C=CC=CC=2)=CC=1. The reactants are [Br:1][C:2]1[CH:7]=[CH:6][C:5]([O:8][CH2:9][CH2:10][N:11]2[C:19](=[O:20])[C:18]3[N:17](CC=C)[C:16]([Cl:24])=[N:15][C:14]=3[N:13]([CH2:25][CH2:26][CH2:27][CH3:28])[C:12]2=[O:29])=[CH:4][CH:3]=1.C1([SiH3])C=CC=CC=1. The product is [Br:1][C:2]1[CH:7]=[CH:6][C:5]([O:8][CH2:9][CH2:10][N:11]2[C:19](=[O:20])[C:18]3[NH:17][C:16]([Cl:24])=[N:15][C:14]=3[N:13]([CH2:25][CH2:26][CH2:27][CH3:28])[C:12]2=[O:29])=[CH:4][CH:3]=1. (2) The product is [N:17]1([C:2]2[N:7]=[C:6]([NH:8][C@@H:9]([C:11]3[CH:16]=[CH:15][CH:14]=[CH:13][CH:12]=3)[CH3:10])[CH:5]=[N:4][CH:3]=2)[C:21]2[CH:22]=[CH:23][CH:24]=[CH:25][C:20]=2[N:19]=[CH:18]1. The yield is 0.590. The reactants are Cl[C:2]1[N:7]=[C:6]([NH:8][C@@H:9]([C:11]2[CH:16]=[CH:15][CH:14]=[CH:13][CH:12]=2)[CH3:10])[CH:5]=[N:4][CH:3]=1.[N:17]1[C:21]2[CH:22]=[CH:23][CH:24]=[CH:25][C:20]=2[NH:19][CH:18]=1. No catalyst specified. (3) The reactants are [CH2:1]([O:8][C:9]1[C:14](=[O:15])[CH:13]=[C:12]([CH2:16][NH:17][S:18]([C:21]2[CH:26]=[CH:25][C:24]([CH3:27])=[CH:23][CH:22]=2)(=[O:20])=[O:19])O[C:10]=1[C:28]([OH:30])=[O:29])[C:2]1[CH:7]=[CH:6][CH:5]=[CH:4][CH:3]=1.C1(S(C(N)C2[N:46](C)[C:45](C(O)=O)=C(OCC3C=CC=CC=3)C(=O)C=2)(=O)=O)C=CC=CC=1. No catalyst specified. The product is [CH2:1]([O:8][C:9]1[C:14](=[O:15])[CH:13]=[C:12]([CH2:16][NH:17][S:18]([C:21]2[CH:26]=[CH:25][C:24]([CH3:27])=[CH:23][CH:22]=2)(=[O:20])=[O:19])[N:46]([CH3:45])[C:10]=1[C:28]([OH:30])=[O:29])[C:2]1[CH:7]=[CH:6][CH:5]=[CH:4][CH:3]=1. The yield is 0.705. (4) No catalyst specified. The reactants are [C:1]([C@H:5]1[CH2:10][CH2:9][C@H:8]([O:11][C:12]2[C:13]([C:29]3[CH:34]=[CH:33][C:32](OC(F)(F)F)=[CH:31][CH:30]=3)=[C:14]3[C:19](=[CH:20][CH:21]=2)[CH:18]=[C:17]([C@:22]2([CH3:28])[CH2:26][O:25][C:24](=[O:27])[NH:23]2)[CH:16]=[CH:15]3)[CH2:7][CH2:6]1)([CH3:4])([CH3:3])[CH3:2].[Cl:40]C1C=C(B(O)O)C=CC=1. The yield is 0.690. The product is [C:1]([C@H:5]1[CH2:10][CH2:9][C@H:8]([O:11][C:12]2[C:13]([C:29]3[CH:34]=[CH:33][CH:32]=[C:31]([Cl:40])[CH:30]=3)=[C:14]3[C:19](=[CH:20][CH:21]=2)[CH:18]=[C:17]([C@:22]2([CH3:28])[CH2:26][O:25][C:24](=[O:27])[NH:23]2)[CH:16]=[CH:15]3)[CH2:7][CH2:6]1)([CH3:4])([CH3:3])[CH3:2]. (5) The reactants are [Cl:1][C:2]1[C:3](F)=[C:4]([I:13])[C:5]([O:11][CH3:12])=[C:6]([C:8](=[O:10])[CH3:9])[CH:7]=1.[C-:15]#[N:16].[K+].C(=O)(O)[O-].[Na+].O. The catalyst is CN(C)C=O.C(OCC)(=O)C. The product is [C:8]([C:6]1[CH:7]=[C:2]([Cl:1])[C:3]([C:15]#[N:16])=[C:4]([I:13])[C:5]=1[O:11][CH3:12])(=[O:10])[CH3:9]. The yield is 0.610. (6) The reactants are [Cl:1][C:2]1[CH:7]=[CH:6][C:5]([C:8]2([C:20]([N:22]3[CH2:27][CH2:26][N:25]([C:28]4[C:29]5[C@H:36]([CH3:37])[CH2:35][CH2:34][C:30]=5[N:31]=[CH:32][N:33]=4)[CH2:24][CH2:23]3)=[O:21])[CH2:12][CH2:11][N:10](C(OC(C)(C)C)=O)[CH2:9]2)=[CH:4][CH:3]=1.[ClH:38]. The catalyst is C(Cl)Cl.O1CCOCC1. The product is [ClH:1].[ClH:38].[Cl:1][C:2]1[CH:7]=[CH:6][C:5]([C:8]2([C:20]([N:22]3[CH2:23][CH2:24][N:25]([C:28]4[C:29]5[C@H:36]([CH3:37])[CH2:35][CH2:34][C:30]=5[N:31]=[CH:32][N:33]=4)[CH2:26][CH2:27]3)=[O:21])[CH2:12][CH2:11][NH:10][CH2:9]2)=[CH:4][CH:3]=1. The yield is 1.00. (7) The catalyst is CS(C)=O.O.C(OCC)(=O)C. The product is [CH3:14][O:13][C:6]1[CH:5]=[C:4]([N+:1]([O-:3])=[O:2])[CH:9]=[C:8]([S:16][CH3:15])[CH:7]=1. The reactants are [N+:1]([C:4]1[CH:5]=[C:6]([O:13][CH3:14])[CH:7]=[C:8]([N+]([O-])=O)[CH:9]=1)([O-:3])=[O:2].[CH3:15][S:16][Si](C)(C)C.C(=O)([O-])[O-].[Cs+].[Cs+]. The yield is 0.286. (8) The reactants are [OH-].[CH2:2]([N+:6]([CH2:15][CH2:16][CH2:17][CH3:18])([CH2:11][CH2:12][CH2:13][CH3:14])[CH2:7][CH2:8][CH2:9][CH3:10])[CH2:3][CH2:4][CH3:5].[C:19]([OH:32])(=[O:31])[CH2:20][CH2:21][CH2:22][CH2:23][CH2:24][CH2:25][CH2:26][CH2:27][CH2:28][CH2:29][CH3:30]. The catalyst is O. The product is [C:19]([O-:32])(=[O:31])[CH2:20][CH2:21][CH2:22][CH2:23][CH2:24][CH2:25][CH2:26][CH2:27][CH2:28][CH2:29][CH3:30].[CH2:15]([N+:6]([CH2:2][CH2:3][CH2:4][CH3:5])([CH2:7][CH2:8][CH2:9][CH3:10])[CH2:11][CH2:12][CH2:13][CH3:14])[CH2:16][CH2:17][CH3:18]. The yield is 0.960.